Dataset: Full USPTO retrosynthesis dataset with 1.9M reactions from patents (1976-2016). Task: Predict the reactants needed to synthesize the given product. (1) The reactants are: ClC1C=CC(S([N:11]2[CH:16]([C:17]3[CH:22]=CC=C(F)[CH:18]=3)[CH2:15][C:14]3[NH:24][N:25]=[CH:26][C:13]=3[CH2:12]2)(=O)=O)=CC=1.FC1C=C(C2CC(=O)CCN2[C:41]([O:43][CH2:44][C:45]2[CH:50]=[CH:49][CH:48]=[CH:47][CH:46]=2)=[O:42])C=CC=1.ClC1C=CC(C2CC(=O)CCN2C(OCC2C=CC=CC=2)=O)=CC=1.FC1C=C([Mg]Br)C=CC=1.O.NN.N1CCC(=O)CC1. Given the product [CH:17]([CH:16]1[N:11]([C:41]([O:43][CH2:44][C:45]2[CH:50]=[CH:49][CH:48]=[CH:47][CH:46]=2)=[O:42])[CH2:12][C:13]2[CH:26]=[N:25][NH:24][C:14]=2[CH2:15]1)([CH3:18])[CH3:22], predict the reactants needed to synthesize it. (2) The reactants are: [C:1]([O:6][CH2:7][CH3:8])(=[O:5])[CH:2]([CH3:4])[CH3:3].[Li+].CC([N-][CH:14]([CH3:16])[CH3:15])C.Br[CH2:18][CH2:19][CH2:20][CH2:21][CH2:22][O:23][CH2:24][CH2:25][CH2:26][CH2:27][CH2:28]Br.[OH2:30].C1[CH2:35][O:34][CH2:33][CH2:32]1. Given the product [CH2:33]([O:34][C:35](=[O:30])[C:14]([CH3:15])([CH3:16])[CH2:18][CH2:19][CH2:20][CH2:21][CH2:22][O:23][CH2:24][CH2:25][CH2:26][CH2:27][CH2:28][C:2]([C:1]([O:6][CH2:7][CH3:8])=[O:5])([CH3:4])[CH3:3])[CH3:32], predict the reactants needed to synthesize it. (3) Given the product [CH:2]1[CH:3]=[C:4]2[CH:5]=[CH:6][C:7]([OH:12])=[C:8]([C:8]3[C:9]4[C:4](=[CH:3][CH:2]=[CH:11][CH:10]=4)[CH:5]=[CH:6][C:7]=3[OH:12])[C:9]2=[CH:10][CH:11]=1, predict the reactants needed to synthesize it. The reactants are: Br[C:2]1[CH:3]=[C:4]2[C:9](=[CH:10][CH:11]=1)[CH:8]=[C:7]([OH:12])[CH:6]=[CH:5]2. (4) Given the product [NH:23]1[C:24]2=[N:25][CH:26]=[CH:27][CH:28]=[C:29]2[C:21]([CH:18]2[CH2:19][CH2:20][N:15]([C:2]3[CH:3]=[CH:4][C:5]4[N:6]([C:8]([C:11]([F:14])([F:13])[F:12])=[N:9][N:10]=4)[N:7]=3)[CH2:16][CH2:17]2)=[CH:22]1, predict the reactants needed to synthesize it. The reactants are: Cl[C:2]1[CH:3]=[CH:4][C:5]2[N:6]([C:8]([C:11]([F:14])([F:13])[F:12])=[N:9][N:10]=2)[N:7]=1.[NH:15]1[CH2:20][CH2:19][CH:18]([C:21]2[C:29]3[C:24](=[N:25][CH:26]=[CH:27][CH:28]=3)[NH:23][CH:22]=2)[CH2:17][CH2:16]1.CCN(C(C)C)C(C)C. (5) Given the product [NH2:28][C:29]([CH3:40])([CH3:39])[CH2:30][C@H:31]([C:33]1[CH:38]=[CH:37][CH:36]=[CH:35][CH:34]=1)[OH:32], predict the reactants needed to synthesize it. The reactants are: B1(C)OC(C2C=CC=CC=2)(C2C=CC=CC=2)[C@H]2N1CCC2.B.O1CCCC1.[NH2:28][C:29]([CH3:40])([CH3:39])[CH2:30][C:31]([C:33]1[CH:38]=[CH:37][CH:36]=[CH:35][CH:34]=1)=[O:32].[OH-].[Na+].